This data is from Forward reaction prediction with 1.9M reactions from USPTO patents (1976-2016). The task is: Predict the product of the given reaction. (1) Given the reactants Cl[C:2]1[N:7]=[CH:6][N:5]=[C:4]([NH2:8])[C:3]=1[CH:9]([CH3:11])[CH3:10].FC(F)(F)C(O)=O.[N:19]1([CH2:23][CH2:24][N:25]2[CH:29]=[C:28]([C:30]3[CH:35]=[CH:34][C:33]([F:36])=[C:32]([C:37]([F:40])([F:39])[F:38])[CH:31]=3)[N:27]=[C:26]2[CH:41]2[CH2:46][CH2:45][NH:44][CH2:43][CH2:42]2)[CH2:22][CH2:21][CH2:20]1.C([O-])([O-])=O.[Cs+].[Cs+], predict the reaction product. The product is: [N:19]1([CH2:23][CH2:24][N:25]2[CH:29]=[C:28]([C:30]3[CH:35]=[CH:34][C:33]([F:36])=[C:32]([C:37]([F:40])([F:38])[F:39])[CH:31]=3)[N:27]=[C:26]2[CH:41]2[CH2:42][CH2:43][N:44]([C:2]3[N:7]=[CH:6][N:5]=[C:4]([NH2:8])[C:3]=3[CH:9]([CH3:11])[CH3:10])[CH2:45][CH2:46]2)[CH2:20][CH2:21][CH2:22]1. (2) The product is: [Cl:1][C:2]1[CH:6]=[CH:5][S:4][C:3]=1[C:7]([CH3:13])([CH3:12])[C:8]([NH:23][NH2:24])=[O:14]. Given the reactants [Cl:1][C:2]1[CH:6]=[CH:5][S:4][C:3]=1[C:7]([CH3:13])([CH3:12])[CH2:8]C(O)=O.[OH2:14].NN.C1C=C2[N:23]=[N:24]N(O)C2=CC=1.O, predict the reaction product. (3) Given the reactants [C:1]([O:5][C:6]([NH:8][CH2:9][C:10]1[CH:11]=[C:12]([CH:22]=[CH:23][C:24]=1[O:25][CH3:26])[C:13]([C:15]1([C:18]([O:20][CH3:21])=[O:19])[CH2:17][CH2:16]1)=[O:14])=[O:7])([CH3:4])([CH3:3])[CH3:2].[BH4-].[Na+].O.Cl, predict the reaction product. The product is: [C:1]([O:5][C:6]([NH:8][CH2:9][C:10]1[CH:11]=[C:12]([CH:13]([OH:14])[C:15]2([C:18]([O:20][CH3:21])=[O:19])[CH2:16][CH2:17]2)[CH:22]=[CH:23][C:24]=1[O:25][CH3:26])=[O:7])([CH3:4])([CH3:3])[CH3:2]. (4) The product is: [CH:1]([O:34][C:33](=[O:35])[CH2:32][O:31][C:30]1[CH:29]=[CH:28][C:27]([C:25](=[O:26])[CH2:24][NH:23][C:21]([O:20][C:16]([CH3:19])([CH3:17])[CH3:18])=[O:22])=[CH:37][CH:36]=1)([CH3:6])[CH3:2]. Given the reactants [CH2:1]1[CH2:6]CC(N=C=NC2CCCCC2)C[CH2:2]1.[C:16]([O:20][C:21]([NH:23][CH2:24][C:25]([C:27]1[CH:37]=[CH:36][C:30]([O:31][CH2:32][C:33]([OH:35])=[O:34])=[CH:29][CH:28]=1)=[O:26])=[O:22])([CH3:19])([CH3:18])[CH3:17].CC(O)C, predict the reaction product. (5) Given the reactants C1C=CC(C2C=CC=CC=2)=CC=1.C1C=CC(OC2C=CC=CC=2)=CC=1.[F:26][C:27]1[C:32]([O:33][CH3:34])=[C:31]([O:35][CH3:36])[CH:30]=[CH:29][C:28]=1[NH:37][CH:38]=[C:39]([C:45]([O:47][CH2:48][CH3:49])=[O:46])[C:40]([O:42][CH2:43][CH3:44])=[O:41], predict the reaction product. The product is: [F:26][C:27]1[C:32]([O:33][CH3:34])=[C:31]([O:35][CH3:36])[CH:30]=[CH:29][C:28]=1[NH:37][CH:38]=[C:39]([C:45]([O:47][CH2:48][CH3:49])=[O:46])[C:40]([O:42][CH2:43][CH3:44])=[O:41].[F:26][C:27]1[C:32]([O:33][CH3:34])=[C:31]([O:35][CH3:36])[CH:30]=[C:29]2[C:28]=1[NH:37][CH:38]=[C:39]([C:40]([O:42][CH2:43][CH3:44])=[O:41])[C:45]2=[O:47]. (6) Given the reactants [C:1]([O:5][C:6]([N:8]1[CH2:13][CH2:12][CH2:11][CH2:10][CH:9]1[C:14]([OH:16])=O)=[O:7])([CH3:4])([CH3:3])[CH3:2].[NH2:17][C:18]1[CH:19]=[C:20]([NH:28][C:29]2[N:38]=[CH:37][C:36]3[N:35]([CH3:39])[C:34](=[O:40])[CH2:33][N:32]([CH:41]([CH3:43])[CH3:42])[C:31]=3[N:30]=2)[CH:21]=[C:22]([S:24]([CH3:27])(=[O:26])=[O:25])[CH:23]=1, predict the reaction product. The product is: [C:1]([O:5][C:6]([N:8]1[CH2:13][CH2:12][CH2:11][CH2:10][CH:9]1[C:14](=[O:16])[NH:17][C:18]1[CH:23]=[C:22]([S:24]([CH3:27])(=[O:25])=[O:26])[CH:21]=[C:20]([NH:28][C:29]2[N:38]=[CH:37][C:36]3[N:35]([CH3:39])[C:34](=[O:40])[CH2:33][N:32]([CH:41]([CH3:43])[CH3:42])[C:31]=3[N:30]=2)[CH:19]=1)=[O:7])([CH3:2])([CH3:3])[CH3:4]. (7) Given the reactants [F:1][C:2]1[CH:7]=[CH:6][C:5]([C:8]#[C:9][C:10]([C:12]2[N:16]3[CH:17]=[CH:18][CH:19]=[CH:20][C:15]3=[C:14]([CH2:21][N:22]3[CH2:27][CH2:26][O:25][CH2:24][CH2:23]3)[N:13]=2)=O)=[CH:4][CH:3]=1.O.[NH2:29][NH2:30], predict the reaction product. The product is: [F:1][C:2]1[CH:7]=[CH:6][C:5]([C:8]2[CH:9]=[C:10]([C:12]3[N:16]4[CH:17]=[CH:18][CH:19]=[CH:20][C:15]4=[C:14]([CH2:21][N:22]4[CH2:27][CH2:26][O:25][CH2:24][CH2:23]4)[N:13]=3)[NH:30][N:29]=2)=[CH:4][CH:3]=1.